Task: Predict the reaction yield, written as a fraction of the theoretical maximum amount of product (1.0 means a 100% yield; for example, 0.34 means a 34% yield).. Dataset: Reaction yield outcomes from USPTO patents with 853,638 reactions The reactants are [CH3:1][O:2][C:3]1[CH:25]=[CH:24][C:6]([CH2:7][N:8]2[C:14](=[O:15])[C:13]3[CH:16]=[C:17]([C:20](OC)=[O:21])[CH:18]=[CH:19][C:12]=3[O:11][CH2:10][CH2:9]2)=[CH:5][CH:4]=1.[NH2:26][OH:27].[OH-].[Na+]. The catalyst is CO.C1COCC1. The product is [OH:27][NH:26][C:20]([C:17]1[CH:18]=[CH:19][C:12]2[O:11][CH2:10][CH2:9][N:8]([CH2:7][C:6]3[CH:24]=[CH:25][C:3]([O:2][CH3:1])=[CH:4][CH:5]=3)[C:14](=[O:15])[C:13]=2[CH:16]=1)=[O:21]. The yield is 0.130.